Task: Regression/Classification. Given a drug SMILES string, predict its toxicity properties. Task type varies by dataset: regression for continuous values (e.g., LD50, hERG inhibition percentage) or binary classification for toxic/non-toxic outcomes (e.g., AMES mutagenicity, cardiotoxicity, hepatotoxicity). Dataset: ames.. Dataset: Ames mutagenicity test results for genotoxicity prediction (1) The drug is O=C(O)CO. The result is 0 (non-mutagenic). (2) The molecule is O=C1OC(O)C(C(Cl)Cl)=C1Cl. The result is 1 (mutagenic). (3) The drug is Cc1cccc([N+](=O)[O-])c1C. The result is 1 (mutagenic). (4) The drug is COC1=C(N)C(=O)c2nc(-c3nc(C(=O)O)c(C)c(-c4ccc(OC)c(OC)c4O)c3N)ccc2C1=O. The result is 1 (mutagenic). (5) The drug is O=C(O)CC[N+](=O)[O-]. The result is 1 (mutagenic). (6) The molecule is CS(=N)(=O)CCC(N)C(=O)O. The result is 0 (non-mutagenic).